The task is: Regression. Given a peptide amino acid sequence and an MHC pseudo amino acid sequence, predict their binding affinity value. This is MHC class II binding data.. This data is from Peptide-MHC class II binding affinity with 134,281 pairs from IEDB. (1) The peptide sequence is VDAAFKVAATAANAAPANDK. The MHC is HLA-DQA10301-DQB10302 with pseudo-sequence HLA-DQA10301-DQB10302. The binding affinity (normalized) is 0.439. (2) The peptide sequence is EKKYFAATQFFPLAA. The MHC is HLA-DQA10301-DQB10302 with pseudo-sequence HLA-DQA10301-DQB10302. The binding affinity (normalized) is 0.225. (3) The peptide sequence is YNFATCGIFALISFL. The MHC is H-2-IAb with pseudo-sequence H-2-IAb. The binding affinity (normalized) is 0.0484.